Task: Predict the reaction yield, written as a fraction of the theoretical maximum amount of product (1.0 means a 100% yield; for example, 0.34 means a 34% yield).. Dataset: Reaction yield outcomes from USPTO patents with 853,638 reactions (1) The reactants are [Cl:1][C:2]1[CH:3]=[C:4]([NH:16][C:17]2[C:26]3[C:21](=[CH:22][CH:23]=[CH:24][C:25]=3[O:27][CH2:28][CH2:29][NH:30][CH2:31][CH2:32][CH3:33])[N:20]=[CH:19][N:18]=2)[CH:5]=[CH:6][C:7]=1[O:8][CH2:9][C:10]1[CH:15]=[CH:14][CH:13]=[CH:12][N:11]=1.[C:34](Cl)(=[O:36])[CH3:35]. No catalyst specified. The product is [Cl:1][C:2]1[CH:3]=[C:4]([NH:16][C:17]2[C:26]3[C:21](=[CH:22][CH:23]=[CH:24][C:25]=3[O:27][CH2:28][CH2:29][N:30]([CH2:31][CH2:32][CH3:33])[C:34](=[O:36])[CH3:35])[N:20]=[CH:19][N:18]=2)[CH:5]=[CH:6][C:7]=1[O:8][CH2:9][C:10]1[CH:15]=[CH:14][CH:13]=[CH:12][N:11]=1. The yield is 0.700. (2) The yield is 0.920. The reactants are [CH2:1]([O:3][C:4]1[CH:5]=[C:6]([CH:11]=[CH:12][C:13]=1[N+:14]([O-])=O)[C:7]([O:9][CH3:10])=[O:8])[CH3:2]. The catalyst is C(OCC)(=O)C.[Pd]. The product is [CH3:10][O:9][C:7](=[O:8])[C:6]1[CH:11]=[CH:12][C:13]([NH2:14])=[C:4]([O:3][CH2:1][CH3:2])[CH:5]=1. (3) The reactants are [OH:1][CH2:2][CH2:3][N:4]([CH:22]([CH3:24])[CH3:23])[C:5]([C:7]1[N:16]=[C:15]2[N:9]([CH2:10][CH2:11][O:12][C:13]3[CH:20]=[C:19](Br)[CH:18]=[CH:17][C:14]=32)[CH:8]=1)=[O:6].B1([C:34]2[CH2:39][CH2:38][N:37]([C:40]([O:42][C:43]([CH3:46])([CH3:45])[CH3:44])=[O:41])[CH2:36][CH:35]=2)OC(C)(C)C(C)(C)O1.C(=O)([O-])[O-].[K+].[K+].C(Cl)Cl. The catalyst is CN(C=O)C. The product is [C:43]([O:42][C:40]([N:37]1[CH2:36][CH:35]=[C:34]([C:19]2[CH:18]=[CH:17][C:14]3[C:15]4[N:9]([CH2:10][CH2:11][O:12][C:13]=3[CH:20]=2)[CH:8]=[C:7]([C:5](=[O:6])[N:4]([CH2:3][CH2:2][OH:1])[CH:22]([CH3:24])[CH3:23])[N:16]=4)[CH2:39][CH2:38]1)=[O:41])([CH3:46])([CH3:44])[CH3:45]. The yield is 0.800. (4) The reactants are [OH:1][CH:2]1[CH2:7][CH2:6][N:5]([CH2:8][CH2:9][CH2:10][C:11]2[C:19]3[CH2:18][CH2:17][CH2:16][CH2:15][C:14]=3[NH:13][C:12]=2[CH:20]=O)[CH2:4][CH2:3]1.[CH3:22][NH:23][S:24]([C:27]1[CH:28]=[C:29]2[C:33](=[CH:34][CH:35]=1)[NH:32][C:31](=[O:36])[CH2:30]2)(=[O:26])=[O:25]. No catalyst specified. The product is [CH3:22][NH:23][S:24]([C:27]1[CH:28]=[C:29]2[C:33](=[CH:34][CH:35]=1)[NH:32][C:31](=[O:36])/[C:30]/2=[CH:20]\[C:12]1[NH:13][C:14]2[CH2:15][CH2:16][CH2:17][CH2:18][C:19]=2[C:11]=1[CH2:10][CH2:9][CH2:8][N:5]1[CH2:4][CH2:3][CH:2]([OH:1])[CH2:7][CH2:6]1)(=[O:26])=[O:25]. The yield is 0.670. (5) The reactants are C([O:4][CH2:5][C:6]1[N:7]([C:24]2[CH:29]=[CH:28][CH:27]=[C:26]([C:30]([NH2:32])=[O:31])[CH:25]=2)[C:8](=[O:23])[C:9]([Cl:22])=[C:10]([O:12][CH2:13][C:14]2[CH:19]=[CH:18][C:17]([F:20])=[CH:16][C:15]=2[F:21])[CH:11]=1)(=O)C.C([O-])([O-])=O.[K+].[K+]. The catalyst is CO.O. The product is [Cl:22][C:9]1[C:8](=[O:23])[N:7]([C:24]2[CH:25]=[C:26]([CH:27]=[CH:28][CH:29]=2)[C:30]([NH2:32])=[O:31])[C:6]([CH2:5][OH:4])=[CH:11][C:10]=1[O:12][CH2:13][C:14]1[CH:19]=[CH:18][C:17]([F:20])=[CH:16][C:15]=1[F:21]. The yield is 0.830.